Dataset: Catalyst prediction with 721,799 reactions and 888 catalyst types from USPTO. Task: Predict which catalyst facilitates the given reaction. Reactant: [Cl:1][C:2]1[CH:3]=[C:4]([C:9]2([C:26]([F:29])([F:28])[F:27])[O:13][N:12]=[C:11]([C:14]3[CH:15]=[CH:16][C:17]([N:21]4[CH:25]=[N:24][CH:23]=[N:22]4)=[C:18]([CH:20]=3)[NH2:19])[CH2:10]2)[CH:5]=[C:6]([Cl:8])[CH:7]=1.N1C=CC=CC=1.[C:36](Cl)(=[O:38])[CH3:37].O. Product: [Cl:1][C:2]1[CH:3]=[C:4]([C:9]2([C:26]([F:29])([F:27])[F:28])[O:13][N:12]=[C:11]([C:14]3[CH:15]=[CH:16][C:17]([N:21]4[CH:25]=[N:24][CH:23]=[N:22]4)=[C:18]([NH:19][C:36](=[O:38])[CH3:37])[CH:20]=3)[CH2:10]2)[CH:5]=[C:6]([Cl:8])[CH:7]=1. The catalyst class is: 56.